From a dataset of Reaction yield outcomes from USPTO patents with 853,638 reactions. Predict the reaction yield, written as a fraction of the theoretical maximum amount of product (1.0 means a 100% yield; for example, 0.34 means a 34% yield). (1) The reactants are [Br:1][C:2]1[CH:3]=[C:4]([C:17]([NH:19][CH2:20][C:21]2[C:22](=[O:29])[NH:23][C:24]([CH3:28])=[CH:25][C:26]=2[CH3:27])=[O:18])[C:5]2[CH:6]=[N:7][N:8]([CH:11]3[CH2:16][CH2:15][NH:14][CH2:13][CH2:12]3)[C:9]=2[CH:10]=1.[CH3:30][N:31]1[CH2:36][CH2:35][C:34](=O)[CH2:33][CH2:32]1.CO.C(O)(=O)C.[BH3-]C#N.[Na+]. No catalyst specified. The product is [Br:1][C:2]1[CH:3]=[C:4]([C:17]([NH:19][CH2:20][C:21]2[C:22](=[O:29])[NH:23][C:24]([CH3:28])=[CH:25][C:26]=2[CH3:27])=[O:18])[C:5]2[CH:6]=[N:7][N:8]([CH:11]3[CH2:16][CH2:15][N:14]([CH:34]4[CH2:35][CH2:36][N:31]([CH3:30])[CH2:32][CH2:33]4)[CH2:13][CH2:12]3)[C:9]=2[CH:10]=1. The yield is 0.240. (2) The reactants are [Br:1][C:2]1[CH:35]=[C:34]([F:36])[C:5]([NH:6][C:7]2[C:16]3[C:11](=[CH:12][C:13]([O:19][CH2:20][CH:21]4[CH2:26][CH2:25][N:24](C(OC(C)(C)C)=O)[CH2:23][CH2:22]4)=[C:14]([O:17][CH3:18])[CH:15]=3)[N:10]=[CH:9][N:8]=2)=[C:4]([F:37])[CH:3]=1.C(O)(C(F)(F)F)=O. The catalyst is C(Cl)Cl. The product is [Br:1][C:2]1[CH:35]=[C:34]([F:36])[C:5]([NH:6][C:7]2[C:16]3[C:11](=[CH:12][C:13]([O:19][CH2:20][CH:21]4[CH2:26][CH2:25][NH:24][CH2:23][CH2:22]4)=[C:14]([O:17][CH3:18])[CH:15]=3)[N:10]=[CH:9][N:8]=2)=[C:4]([F:37])[CH:3]=1. The yield is 0.230. (3) The catalyst is C1(C)C=CC=CC=1. The reactants are I[C:2]1[CH:7]=[CH:6][C:5]([N:8]2[CH2:13][CH2:12][N:11]([CH3:14])[CH2:10][CH2:9]2)=[C:4]([CH3:15])[CH:3]=1.CC([O-])=O.[K+].[B:21]1([B:21]2[O:25][C:24]([CH3:27])([CH3:26])[C:23]([CH3:29])([CH3:28])[O:22]2)[O:25][C:24]([CH3:27])([CH3:26])[C:23]([CH3:29])([CH3:28])[O:22]1.N#N. The yield is 0.540. The product is [CH3:14][N:11]1[CH2:12][CH2:13][N:8]([C:5]2[CH:6]=[CH:7][C:2]([B:21]3[O:25][C:24]([CH3:27])([CH3:26])[C:23]([CH3:29])([CH3:28])[O:22]3)=[CH:3][C:4]=2[CH3:15])[CH2:9][CH2:10]1. (4) The reactants are [CH2:1]([N:8]1[C:17]2[C:12](=[CH:13][CH:14]=[CH:15][N:16]=2)[C:11](Cl)=[C:10]([C:19]#[N:20])[C:9]1=[O:21])[C:2]1[CH:7]=[CH:6][CH:5]=[CH:4][CH:3]=1.[NH:22]1[CH2:27][CH2:26][NH:25][CH2:24][CH2:23]1. The catalyst is ClCCl. The product is [CH2:1]([N:8]1[C:17]2[C:12](=[CH:13][CH:14]=[CH:15][N:16]=2)[C:11]([N:22]2[CH2:27][CH2:26][NH:25][CH2:24][CH2:23]2)=[C:10]([C:19]#[N:20])[C:9]1=[O:21])[C:2]1[CH:7]=[CH:6][CH:5]=[CH:4][CH:3]=1. The yield is 0.980. (5) The reactants are [NH2:1][C:2]1[C:11]2[C:6](=[CH:7][CH:8]=[CH:9][CH:10]=2)[CH:5]=[CH:4][C:3]=1[C:12]([OH:21])([C:17]([F:20])([F:19])[F:18])[C:13]([F:16])([F:15])[F:14].[N:22]1[C:31]2[C:26](=[CH:27][CH:28]=[CH:29][CH:30]=2)[N:25]=[CH:24][C:23]=1[C:32](Cl)=[O:33]. No catalyst specified. The product is [F:20][C:17]([F:18])([F:19])[C:12]([C:3]1[CH:4]=[CH:5][C:6]2[C:11](=[CH:10][CH:9]=[CH:8][CH:7]=2)[C:2]=1[NH:1][C:32]([C:23]1[CH:24]=[N:25][C:26]2[C:31](=[CH:30][CH:29]=[CH:28][CH:27]=2)[N:22]=1)=[O:33])([OH:21])[C:13]([F:14])([F:15])[F:16]. The yield is 0.110.